This data is from M1 muscarinic receptor agonist screen with 61,833 compounds. The task is: Binary Classification. Given a drug SMILES string, predict its activity (active/inactive) in a high-throughput screening assay against a specified biological target. (1) The molecule is S(C1(SCC)N=C(N)C2(C1(C(=C(NC2c1ccccc1)C)C)C#N)C#N)CC. The result is 0 (inactive). (2) The molecule is s1c(c(NC(=O)C2CC2)n(CC)c1=S)C(OCC)=O. The result is 0 (inactive). (3) The drug is O1C(CCC1)COC(=O)c1c(n(CCC(C)C)c2nc3c(nc12)cccc3)N. The result is 0 (inactive). (4) The molecule is O=c1[nH]c2c(cc1CN(CCc1ccccc1)Cc1n(nnn1)Cc1occc1)ccc(OC)c2. The result is 0 (inactive). (5) The drug is O1CCN(CC1)CCNC(=O)c1cc(OCC)c(OCC)c(OCC)c1. The result is 0 (inactive). (6) The drug is s1c(=S)n(nc1SC)CCc1ccncc1. The result is 0 (inactive). (7) The compound is O=C(N(c1c(cccc1)C(O)=O)CC(O)=O)C. The result is 0 (inactive). (8) The molecule is Brc1cc(C(=O)NC2CC(NC(C2)(C)C)(C)C)coc1=O. The result is 0 (inactive). (9) The compound is Fc1ccc(C2n3[nH]cnc3=NC(=C2C(OCCOC)=O)C)cc1. The result is 0 (inactive).